This data is from NCI-60 drug combinations with 297,098 pairs across 59 cell lines. The task is: Regression. Given two drug SMILES strings and cell line genomic features, predict the synergy score measuring deviation from expected non-interaction effect. (1) Drug 1: C1=NC2=C(N1)C(=S)N=C(N2)N. Drug 2: C1=NC2=C(N=C(N=C2N1C3C(C(C(O3)CO)O)F)Cl)N. Cell line: SR. Synergy scores: CSS=55.5, Synergy_ZIP=2.72, Synergy_Bliss=3.60, Synergy_Loewe=-3.80, Synergy_HSA=3.79. (2) Drug 1: CC1=C(C(CCC1)(C)C)C=CC(=CC=CC(=CC(=O)O)C)C. Drug 2: CC1CCC2CC(C(=CC=CC=CC(CC(C(=O)C(C(C(=CC(C(=O)CC(OC(=O)C3CCCCN3C(=O)C(=O)C1(O2)O)C(C)CC4CCC(C(C4)OC)OCCO)C)C)O)OC)C)C)C)OC. Cell line: RXF 393. Synergy scores: CSS=3.59, Synergy_ZIP=2.28, Synergy_Bliss=9.99, Synergy_Loewe=0.0806, Synergy_HSA=-0.264.